From a dataset of Reaction yield outcomes from USPTO patents with 853,638 reactions. Predict the reaction yield, written as a fraction of the theoretical maximum amount of product (1.0 means a 100% yield; for example, 0.34 means a 34% yield). (1) The reactants are [CH3:1][C:2]1[N:6]([C:7]2[CH:12]=[CH:11][CH:10]=[CH:9][CH:8]=2)[N:5]=[C:4]([C:13]([OH:15])=O)[CH:3]=1.C[N:17](C)C=O.C(Cl)(=O)C(Cl)=O.N[C:28]1[CH:49]=[CH:48][C:31]([O:32][C:33]2[CH:34]=[CH:35][C:36]3[N:37]([CH:39]=[C:40]([NH:42][C:43]([CH:45]4[CH2:47][CH2:46]4)=[O:44])[N:41]=3)[N:38]=2)=[CH:30][CH:29]=1. The catalyst is CN(C)C(=O)C.O1CCCC1. The product is [CH:45]1([C:43]([NH:42][C:40]2[N:41]=[C:36]3[CH:35]=[CH:34][C:33]([O:32][C:31]4[CH:30]=[C:29]([NH:17][C:13]([C:4]5[CH:3]=[C:2]([CH3:1])[N:6]([C:7]6[CH:8]=[CH:9][CH:10]=[CH:11][CH:12]=6)[N:5]=5)=[O:15])[CH:28]=[CH:49][CH:48]=4)=[N:38][N:37]3[CH:39]=2)=[O:44])[CH2:47][CH2:46]1. The yield is 0.660. (2) The reactants are [CH2:1]([NH2:8])[C:2]1[CH:7]=[CH:6][CH:5]=[CH:4][CH:3]=1.C(O)(=O)C.C[O:14][CH:15]1[CH:19]([CH:20]=O)[CH2:18][CH:17](OC)O1.O. The catalyst is C(OCC)(=O)C. The product is [CH2:1]([N:8]1[CH:17]=[CH:18][C:19]([CH:15]=[O:14])=[CH:20]1)[C:2]1[CH:7]=[CH:6][CH:5]=[CH:4][CH:3]=1. The yield is 0.688.